From a dataset of Full USPTO retrosynthesis dataset with 1.9M reactions from patents (1976-2016). Predict the reactants needed to synthesize the given product. The reactants are: C([O:3][C:4]([C:6]1[NH:7][C:8]([CH3:14])=[C:9]([CH:12]=[O:13])[C:10]=1[CH3:11])=[O:5])C.[OH-].[Na+].O.Cl. Given the product [CH3:11][C:10]1[C:9]([CH:12]=[O:13])=[C:8]([CH3:14])[NH:7][C:6]=1[C:4]([OH:5])=[O:3], predict the reactants needed to synthesize it.